This data is from Catalyst prediction with 721,799 reactions and 888 catalyst types from USPTO. The task is: Predict which catalyst facilitates the given reaction. (1) Reactant: [C:1]([C:3]1[C:8]2[N:9]=[N:10][N:11]([CH3:12])[C:7]=2[CH:6]=[C:5]([C:13]2[CH:14]=[C:15]([C:35]([F:38])([F:37])[F:36])[C:16]([O:19][CH2:20][CH2:21][CH:22]3[CH2:27][CH2:26][N:25](C(OC(C)(C)C)=O)[CH2:24][CH2:23]3)=[N:17][CH:18]=2)[N:4]=1)#[N:2].[F:39][C:40]([F:45])([F:44])[C:41]([OH:43])=[O:42]. Product: [F:39][C:40]([F:45])([F:44])[C:41]([OH:43])=[O:42].[CH3:12][N:11]1[C:7]2[CH:6]=[C:5]([C:13]3[CH:18]=[N:17][C:16]([O:19][CH2:20][CH2:21][CH:22]4[CH2:27][CH2:26][NH:25][CH2:24][CH2:23]4)=[C:15]([C:35]([F:36])([F:37])[F:38])[CH:14]=3)[N:4]=[C:3]([C:1]#[N:2])[C:8]=2[N:9]=[N:10]1. The catalyst class is: 545. (2) The catalyst class is: 7. Product: [CH3:12][O:13][C:14](=[O:23])[CH:15]([N:6]1[C:5](=[O:9])[CH:4]=[C:3]([O:2][CH3:1])[CH:8]=[N:7]1)[CH2:16][CH:17]1[CH2:18][CH2:19][CH2:20][CH2:21]1. Reactant: [CH3:1][O:2][C:3]1[CH:8]=[N:7][NH:6][C:5](=[O:9])[CH:4]=1.[H-].[Na+].[CH3:12][O:13][C:14](=[O:23])[CH:15](Br)[CH2:16][CH:17]1[CH2:21][CH2:20][CH2:19][CH2:18]1.O. (3) Reactant: C(N(C(C)C)CC)(C)C.FC(F)(F)C(O)=O.[CH3:17][O:18][C:19](=[O:38])[CH2:20][C:21]1[CH:30]=[C:29]([CH:31]2[CH2:36][CH2:35][NH:34][CH2:33][CH2:32]2)[C:28]2[C:23](=[CH:24][CH:25]=[C:26]([F:37])[CH:27]=2)[CH:22]=1.[N:39]1[CH:44]=[CH:43][C:42]([S:45](Cl)(=[O:47])=[O:46])=[CH:41][CH:40]=1. Product: [CH3:17][O:18][C:19](=[O:38])[CH2:20][C:21]1[CH:30]=[C:29]([CH:31]2[CH2:36][CH2:35][N:34]([S:45]([C:42]3[CH:43]=[CH:44][N:39]=[CH:40][CH:41]=3)(=[O:47])=[O:46])[CH2:33][CH2:32]2)[C:28]2[C:23](=[CH:24][CH:25]=[C:26]([F:37])[CH:27]=2)[CH:22]=1. The catalyst class is: 2. (4) Reactant: [Cl:1][C:2]1[CH:7]=[C:6]([Cl:8])[N:5]=[C:4]([NH:9][C:10]2[CH:15]=[C:14]([F:16])[CH:13]=[CH:12][C:11]=2[N+:17]([O-])=O)[N:3]=1. Product: [Cl:8][C:6]1[CH:7]=[C:2]([Cl:1])[N:3]=[C:4]([NH:9][C:10]2[C:11]([NH2:17])=[CH:12][CH:13]=[C:14]([F:16])[CH:15]=2)[N:5]=1. The catalyst class is: 153.